This data is from Peptide-MHC class II binding affinity with 134,281 pairs from IEDB. The task is: Regression. Given a peptide amino acid sequence and an MHC pseudo amino acid sequence, predict their binding affinity value. This is MHC class II binding data. (1) The peptide sequence is QFNISKADDTRVYGK. The MHC is DRB1_0101 with pseudo-sequence DRB1_0101. The binding affinity (normalized) is 0.566. (2) The peptide sequence is DCSEYPKPDCTAEDR. The MHC is DRB1_1201 with pseudo-sequence DRB1_1201. The binding affinity (normalized) is 0. (3) The peptide sequence is KSSKPLVGPFNFRFM. The MHC is HLA-DPA10103-DPB10301 with pseudo-sequence HLA-DPA10103-DPB10301. The binding affinity (normalized) is 0.251.